From a dataset of Forward reaction prediction with 1.9M reactions from USPTO patents (1976-2016). Predict the product of the given reaction. (1) Given the reactants I[C:2]1[CH:7]=[CH:6][C:5]([OH:8])=[CH:4][CH:3]=1.[F:9][C:10]1[CH:17]=[CH:16][C:13]([CH:14]=[CH2:15])=[CH:12][CH:11]=1.C(=O)([O-])[O-].[Cs+].[Cs+].Cl, predict the reaction product. The product is: [F:9][C:10]1[CH:17]=[CH:16][C:13](/[CH:14]=[CH:15]/[C:2]2[CH:7]=[CH:6][C:5]([OH:8])=[CH:4][CH:3]=2)=[CH:12][CH:11]=1. (2) Given the reactants [CH2:1]([O:3][C:4](=[O:32])[C:5]1[CH:10]=[CH:9][CH:8]=[C:7](C2C=CN=CC=2C2C=C(Cl)C=CC=2OCC2C=CC=CC=2)[CH:6]=1)[CH3:2].[CH2:33]([O:40][C:41]1[CH:46]=[CH:45][C:44]([Cl:47])=[CH:43][C:42]=1[C:48]1[C:49](Br)=[N:50][CH:51]=[CH:52][CH:53]=1)[C:34]1[CH:39]=[CH:38][CH:37]=[CH:36][CH:35]=1.C1(B(O)O)C=CC=CC=1, predict the reaction product. The product is: [CH2:1]([O:3][C:4](=[O:32])[C:5]1[CH:10]=[CH:9][CH:8]=[C:7]([C:49]2[C:48]([C:42]3[CH:43]=[C:44]([Cl:47])[CH:45]=[CH:46][C:41]=3[O:40][CH2:33][C:34]3[CH:39]=[CH:38][CH:37]=[CH:36][CH:35]=3)=[CH:53][CH:52]=[CH:51][N:50]=2)[CH:6]=1)[CH3:2].